From a dataset of Full USPTO retrosynthesis dataset with 1.9M reactions from patents (1976-2016). Predict the reactants needed to synthesize the given product. Given the product [CH2:27]([O:29][CH:30]([O:32][C:33]1([CH3:88])[CH:45]([O:46][C:12]2[CH:17]=[CH:16][C:15]([N+:18]([O-:20])=[O:19])=[CH:14][CH:13]=2)[CH:44]=[CH:43][CH:42]([CH3:47])[CH:41](/[C:48](/[CH3:79])=[CH:49]/[CH:50]=[CH:51]/[C:52]([CH3:78])([O:70][Si:71]([CH2:76][CH3:77])([CH2:74][CH3:75])[CH2:72][CH3:73])[CH2:53][CH:54]2[O:69][CH:55]2[CH:56]([CH3:68])[CH:57]([O:60][Si:61]([CH2:64][CH3:65])([CH2:62][CH3:63])[CH2:66][CH3:67])[CH2:58][CH3:59])[O:40][C:38](=[O:39])[CH:37]([C:23]([OH:22])=[O:89])[CH:36]([O:80][Si:81]([CH2:86][CH3:87])([CH2:84][CH3:85])[CH2:82][CH3:83])[CH2:35][CH2:34]1)[CH3:31])[CH3:28], predict the reactants needed to synthesize it. The reactants are: C(N(CC)CC)C.ClC(O[C:12]1[CH:17]=[CH:16][C:15]([N+:18]([O-:20])=[O:19])=[CH:14][CH:13]=1)=O.C[O:22][C:23](C)(C)C.[CH2:27]([O:29][CH:30]([O:32][C:33]1([CH3:88])[CH:45]([OH:46])[CH:44]=[CH:43][CH:42]([CH3:47])[CH:41](/[C:48](/[CH3:79])=[CH:49]/[CH:50]=[CH:51]/[C:52]([CH3:78])([O:70][Si:71]([CH2:76][CH3:77])([CH2:74][CH3:75])[CH2:72][CH3:73])[CH2:53][CH:54]2[O:69][CH:55]2[CH:56]([CH3:68])[CH:57]([O:60][Si:61]([CH2:66][CH3:67])([CH2:64][CH3:65])[CH2:62][CH3:63])[CH2:58][CH3:59])[O:40][C:38](=[O:39])[CH2:37][CH:36]([O:80][Si:81]([CH2:86][CH3:87])([CH2:84][CH3:85])[CH2:82][CH3:83])[CH2:35][CH2:34]1)[CH3:31])[CH3:28].[OH2:89].